From a dataset of Full USPTO retrosynthesis dataset with 1.9M reactions from patents (1976-2016). Predict the reactants needed to synthesize the given product. (1) Given the product [N:15]1([C:19]([C:21]2[CH:26]=[CH:25][C:24]([O:27][C:28]3[CH:29]=[C:30]([CH:40]=[C:41]([O:43][C@@H:45]([CH3:46])[C:44]#[CH:49])[CH:42]=3)[C:31]([NH:33][C:34]3[CH:38]=[CH:37][N:36]([CH3:39])[N:35]=3)=[O:32])=[CH:23][CH:22]=2)=[O:20])[CH2:18][CH2:17][CH2:16]1, predict the reactants needed to synthesize it. The reactants are: CC(OC(/N=N/C(OC(C)C)=O)=O)C.[N:15]1([C:19]([C:21]2[CH:26]=[CH:25][C:24]([O:27][C:28]3[CH:29]=[C:30]([CH:40]=[C:41]([OH:43])[CH:42]=3)[C:31]([NH:33][C:34]3[CH:38]=[CH:37][N:36]([CH3:39])[N:35]=3)=[O:32])=[CH:23][CH:22]=2)=[O:20])[CH2:18][CH2:17][CH2:16]1.[C:44]1(P([C:44]2[CH:49]=CC=[CH:46][CH:45]=2)[C:44]2[CH:49]=CC=[CH:46][CH:45]=2)[CH:49]=CC=[CH:46][CH:45]=1.C[C@@H](O)C#C. (2) Given the product [Cl-:20].[Cl:1][N:8]1[C:7]([CH2:6][N+:3]([CH3:2])([CH3:14])[CH2:4][CH3:5])([CH3:13])[CH2:11][O:10][C:9]1=[O:12], predict the reactants needed to synthesize it. The reactants are: [Cl-:1].[CH3:2][N+:3]([CH3:14])([CH2:6][C:7]1([CH3:13])[CH2:11][O:10][C:9](=[O:12])[NH:8]1)[CH2:4][CH3:5].C(O[Cl:20])(C)(C)C. (3) Given the product [C@H:12]12[CH2:14][C@H:9]([NH:8][CH2:13]1)[CH2:10][N:11]2[C:15]1[N:20]2[CH:21]=[CH:22][N:23]=[C:19]2[CH:18]=[C:17]([C:24]2[CH:29]=[CH:28][N:27]=[C:26]([NH:30][CH:31]([CH3:35])[CH:32]([CH3:34])[CH3:33])[CH:25]=2)[N:16]=1, predict the reactants needed to synthesize it. The reactants are: C(OC([N:8]1[CH2:13][CH:12]2[CH2:14][CH:9]1[CH2:10][N:11]2[C:15]1[N:20]2[CH:21]=[CH:22][N:23]=[C:19]2[CH:18]=[C:17]([C:24]2[CH:29]=[CH:28][N:27]=[C:26]([NH:30][CH:31]([CH3:35])[CH:32]([CH3:34])[CH3:33])[CH:25]=2)[N:16]=1)=O)(C)(C)C.CO.Cl. (4) Given the product [I:1][C:2]1[CH:3]=[C:4]2[C:8](=[CH:9][CH:10]=1)[NH:7][C:6](=[O:11])[C:5]2=[N:42][NH:41][C:39]([C:38]1[CH:37]=[CH:36][C:35]([NH:34][S:31]([C:28]2[CH:29]=[CH:30][C:25]([CH2:24][CH2:23][C:22]([O:21][CH3:20])=[O:52])=[CH:26][CH:27]=2)(=[O:33])=[O:32])=[CH:51][CH:50]=1)=[O:40], predict the reactants needed to synthesize it. The reactants are: [I:1][C:2]1[CH:3]=[C:4]2[C:8](=[CH:9][CH:10]=1)[NH:7][C:6](=[O:11])[C:5]2=O.C(O)(C(F)(F)F)=O.[CH3:20][O:21][C:22](=[O:52])[CH2:23][CH2:24][C:25]1[CH:30]=[CH:29][C:28]([S:31]([NH:34][C:35]2[CH:51]=[CH:50][C:38]([C:39]([NH:41][NH:42]C(OC(C)(C)C)=O)=[O:40])=[CH:37][CH:36]=2)(=[O:33])=[O:32])=[CH:27][CH:26]=1. (5) Given the product [C:24]([S:13][CH2:2][CH2:3][C:4]1[S:8][C:7]([C:9]([O:11][CH3:12])=[O:10])=[CH:6][CH:5]=1)(=[O:25])[CH3:23], predict the reactants needed to synthesize it. The reactants are: Br[CH2:2][CH2:3][C:4]1[S:8][C:7]([C:9]([O:11][CH3:12])=[O:10])=[CH:6][CH:5]=1.[S:13]1C=CC=C1CC([O-])=O.[K+].[CH3:23][C:24](C)=[O:25]. (6) Given the product [CH3:1][CH:2]([C:5]1[CH:10]=[CH:9][C:8]([C:11]2[C:12]3=[N:17][S:23](=[O:25])(=[O:24])[CH2:22][CH2:21][N:13]3[CH:14]=[CH:15][CH:16]=2)=[CH:7][CH:6]=1)[CH2:3][CH3:4], predict the reactants needed to synthesize it. The reactants are: [CH3:1][CH:2]([C:5]1[CH:10]=[CH:9][C:8]([C:11]2[C:12]([NH2:17])=[N:13][CH:14]=[CH:15][CH:16]=2)=[CH:7][CH:6]=1)[CH2:3][CH3:4].[H-].[Na+].Cl[CH2:21][CH2:22][S:23](Cl)(=[O:25])=[O:24].O. (7) Given the product [Cl:38][C:17]1[CH:18]=[CH:19][C:20]([C:30]2[N:31]([CH:32]3[CH2:33][CH2:34]3)[C:27](=[O:42])[N:28]([CH2:2][C:1]([NH:11][CH2:10][C:9]3[CH:12]=[CH:13][CH:14]=[C:7]([C:6]([F:15])([F:16])[F:5])[CH:8]=3)=[O:4])[CH:29]=2)=[CH:21][CH:22]=1, predict the reactants needed to synthesize it. The reactants are: [C:1]([OH:4])(=O)[CH3:2].[F:5][C:6]([F:16])([F:15])[C:7]1[CH:8]=[C:9]([CH:12]=[CH:13][CH:14]=1)[CH2:10][NH2:11].[CH:17]1[CH:18]=[CH:19][C:20]2N(O)N=N[C:21]=2[CH:22]=1.[CH3:27][CH2:28][N:29]=[C:30]=[N:31][CH2:32][CH2:33][CH2:34]N(C)C.[ClH:38].CN(C)C=[O:42].